From a dataset of Forward reaction prediction with 1.9M reactions from USPTO patents (1976-2016). Predict the product of the given reaction. (1) Given the reactants [Cl:1][C:2]1[CH:7]=[C:6]([C:8]#[N:9])[CH:5]=[CH:4][C:3]=1[NH:10]N.O=[C:13]1[CH2:18][CH2:17][CH:16]([NH:19][C:20](=[O:24])[CH:21]([CH3:23])[CH3:22])[CH2:15][CH2:14]1, predict the reaction product. The product is: [Cl:1][C:2]1[CH:7]=[C:6]([C:8]#[N:9])[CH:5]=[C:4]2[C:3]=1[NH:10][C:13]1[CH2:18][CH2:17][CH:16]([NH:19][C:20](=[O:24])[CH:21]([CH3:22])[CH3:23])[CH2:15][C:14]2=1. (2) The product is: [F:1][C:2]1[CH:9]=[CH:8][C:5]([C:6](=[NH:7])[NH:16][C:15]2[CH:17]=[CH:18][C:12]([S:11][CH3:10])=[CH:13][CH:14]=2)=[CH:4][CH:3]=1. Given the reactants [F:1][C:2]1[CH:9]=[CH:8][C:5]([C:6]#[N:7])=[CH:4][CH:3]=1.[CH3:10][S:11][C:12]1[CH:18]=[CH:17][C:15]([NH2:16])=[CH:14][CH:13]=1, predict the reaction product. (3) Given the reactants [Cl:1][C:2]1[C:7]([N+:8]([O-:10])=[O:9])=[CH:6][CH:5]=[C:4]([O:11]C)[N:3]=1.[OH-].[Na+], predict the reaction product. The product is: [Cl:1][C:2]1[N:3]=[C:4]([OH:11])[CH:5]=[CH:6][C:7]=1[N+:8]([O-:10])=[O:9]. (4) Given the reactants [CH3:1][C:2]1([CH3:20])[C:7]2[CH:8]=[C:9]([C:12]3[NH:16][C:15]([C:17]#[N:18])=[CH:14][CH:13]=3)[CH:10]=[CH:11][C:6]=2[NH:5][C:4](=[O:19])[O:3]1.[CH2:21](Br)[C:22]#[CH:23], predict the reaction product. The product is: [CH3:1][C:2]1([CH3:20])[C:7]2[CH:8]=[C:9]([C:12]3[N:16]([CH2:23][C:22]#[CH:21])[C:15]([C:17]#[N:18])=[CH:14][CH:13]=3)[CH:10]=[CH:11][C:6]=2[NH:5][C:4](=[O:19])[O:3]1. (5) The product is: [C:14]([O:13][C:11]([N:7]1[CH2:8][CH2:9][CH2:10][C@@H:5]([N:4]([C:18]2[C:19]3[CH:26]=[CH:25][N:24]([S:27]([C:30]4[CH:36]=[CH:35][C:33]([CH3:34])=[CH:32][CH:31]=4)(=[O:28])=[O:29])[C:20]=3[N:21]=[CH:22][N:23]=2)[CH2:3][C:2]([OH:37])=[O:1])[CH2:6]1)=[O:12])([CH3:16])([CH3:17])[CH3:15]. Given the reactants [O:1]=[CH:2][CH2:3][N:4]([C:18]1[C:19]2[CH:26]=[CH:25][N:24]([S:27]([C:30]3[CH:36]=[CH:35][C:33]([CH3:34])=[CH:32][CH:31]=3)(=[O:29])=[O:28])[C:20]=2[N:21]=[CH:22][N:23]=1)[C@@H:5]1[CH2:10][CH2:9][CH2:8][N:7]([C:11]([O:13][C:14]([CH3:17])([CH3:16])[CH3:15])=[O:12])[CH2:6]1.[OH:37]O, predict the reaction product. (6) Given the reactants [F:1][C:2]1[CH:3]=[C:4]([C@H:9]([CH:14]2[CH2:17][N:16](C(C3C=CC=CC=3)C3C=CC=CC=3)[CH2:15]2)[C:10]([F:13])([CH3:12])[CH3:11])[CH:5]=[C:6]([F:8])[CH:7]=1.ClC(OC(Cl)C)=O, predict the reaction product. The product is: [F:8][C:6]1[CH:5]=[C:4]([C@H:9]([CH:14]2[CH2:15][NH:16][CH2:17]2)[C:10]([F:13])([CH3:12])[CH3:11])[CH:3]=[C:2]([F:1])[CH:7]=1.